From a dataset of Full USPTO retrosynthesis dataset with 1.9M reactions from patents (1976-2016). Predict the reactants needed to synthesize the given product. (1) Given the product [CH2:20]([C:16]1[C:17]([CH3:18])=[C:11]([C:10]([OH:9])=[O:13])[S:12][CH:15]=1)[CH:21]([CH3:23])[CH3:22], predict the reactants needed to synthesize it. The reactants are: CC([O-])(C)C.[K+].C([O:9][C:10](=[O:13])[CH2:11][SH:12])C.Cl[CH:15]=[C:16]([CH2:20][CH:21]([CH3:23])[CH3:22])[C:17](=O)[CH3:18].CC[O-].[Na+]. (2) Given the product [NH2:1][C:2]1[CH:7]=[CH:6][C:5]([O:8][CH2:13][C:14]2[CH:23]=[CH:22][CH:21]=[CH:20][C:15]=2[C:16]([O:18][CH3:19])=[O:17])=[CH:4][C:3]=1[N+:9]([O-:11])=[O:10], predict the reactants needed to synthesize it. The reactants are: [NH2:1][C:2]1[CH:7]=[CH:6][C:5]([OH:8])=[CH:4][C:3]=1[N+:9]([O-:11])=[O:10].Br[CH2:13][C:14]1[CH:23]=[CH:22][CH:21]=[CH:20][C:15]=1[C:16]([O:18][CH3:19])=[O:17].[OH-].[Na+].Cl. (3) Given the product [C:17]1([C:32]2[CH:33]=[CH:34][CH:35]=[CH:36][CH:37]=2)[CH:22]=[CH:21][C:20]([CH:23]([N:30]([CH3:31])[C:12](=[O:14])[C:10]([CH3:11])([CH3:15])[NH:9][C:4]2[CH:5]=[CH:6][C:7]([Cl:8])=[C:2]([Cl:1])[CH:3]=2)[CH2:24][N:25]2[CH2:29][CH2:28][CH2:27][CH2:26]2)=[CH:19][CH:18]=1, predict the reactants needed to synthesize it. The reactants are: [Cl:1][C:2]1[CH:3]=[C:4]([NH:9][C:10]([CH3:15])([C:12]([OH:14])=O)[CH3:11])[CH:5]=[CH:6][C:7]=1[Cl:8].[Li].[C:17]1([C:32]2[CH:37]=[CH:36][CH:35]=[CH:34][CH:33]=2)[CH:22]=[CH:21][C:20]([CH:23]([NH:30][CH3:31])[CH2:24][N:25]2[CH2:29][CH2:28][CH2:27][CH2:26]2)=[CH:19][CH:18]=1.C(N(CC)CC)C.F[P-](F)(F)(F)(F)F.N1(O[P+](N(C)C)(N(C)C)N(C)C)C2C=CC=CC=2N=N1.